This data is from Catalyst prediction with 721,799 reactions and 888 catalyst types from USPTO. The task is: Predict which catalyst facilitates the given reaction. (1) Reactant: [CH2:1]([C:3]1[CH:4]=[C:5]([OH:9])[CH:6]=[CH:7][CH:8]=1)[CH3:2].[Br:10]N1C(=O)CCC1=O. Product: [Br:10][C:8]1[CH:7]=[CH:6][C:5]([OH:9])=[CH:4][C:3]=1[CH2:1][CH3:2]. The catalyst class is: 22. (2) Reactant: Cl.[CH3:2][CH:3]([CH3:7])[C:4](=[NH:6])[NH2:5].Br[C:9]1[C:10](=O)[CH2:11][CH2:12][C:13]=1[O:14]C.C(=O)([O-])[O-].[K+].[K+].ClCCl. Product: [CH3:2][CH:3]([C:4]1[NH:5][C:10]2[CH2:11][CH2:12][C:13](=[O:14])[C:9]=2[N:6]=1)[CH3:7]. The catalyst class is: 9. (3) Reactant: [F:1][C:2]1[CH:3]=[C:4]([N+:12]([O-:14])=[O:13])[C:5]([CH3:11])=[C:6]([N+:8]([O-])=O)[CH:7]=1.O.O.O.O.O.O.O.O.O.[S-2].[Na+].[Na+]. Product: [F:1][C:2]1[CH:3]=[C:4]([N+:12]([O-:14])=[O:13])[C:5]([CH3:11])=[C:6]([CH:7]=1)[NH2:8]. The catalyst class is: 40. (4) Reactant: [C:1]([C:4]1[N:5]=[C:6]2[C:12]3[CH:13]=[CH:14][C:15]([C:17]([O:19][CH3:20])=[O:18])=[CH:16][C:11]=3[O:10][CH2:9][CH2:8][N:7]2[CH:21]=1)(=O)[NH2:2].COC(OC)[N:25]([CH3:27])C. Product: [CH:4]([N:5]1[C:1]([C:4]2[N:5]=[C:6]3[C:12]4[CH:13]=[CH:14][C:15]([C:17]([O:19][CH3:20])=[O:18])=[CH:16][C:11]=4[O:10][CH2:9][CH2:8][N:7]3[CH:21]=2)=[N:2][CH:27]=[N:25]1)([CH3:21])[CH3:1]. The catalyst class is: 216. (5) Reactant: Cl.[NH2:2][C@H:3]([CH2:33][C:34]1[CH:39]=[CH:38][CH:37]=[CH:36][C:35]=1[C:40]([F:43])([F:42])[F:41])[C:4]([N:6]1[CH2:11][CH2:10][CH:9]([N:12]2[N:21]=[C:20]([C:22]3[CH:27]=[CH:26][C:25]([O:28][CH3:29])=[C:24]([O:30][CH3:31])[CH:23]=3)[C@@H:19]3[C@@H:14]([CH2:15][CH2:16][CH2:17][CH2:18]3)[C:13]2=[O:32])[CH2:8][CH2:7]1)=[O:5].[CH:44]1([CH2:47][O:48][C:49]2[CH:57]=[CH:56][C:52]3[O:53][CH2:54][O:55][C:51]=3[C:50]=2[C:58]2[C:59]3[NH:66][CH:65]=[C:64]([C:67](O)=[O:68])[C:60]=3[N:61]=[CH:62][N:63]=2)[CH2:46][CH2:45]1.CN(C(ON1N=NC2C=CC=NC1=2)=[N+](C)C)C.F[P-](F)(F)(F)(F)F.CCN(C(C)C)C(C)C.C(=O)(O)[O-].[Na+]. Product: [CH:44]1([CH2:47][O:48][C:49]2[CH:57]=[CH:56][C:52]3[O:53][CH2:54][O:55][C:51]=3[C:50]=2[C:58]2[C:59]3[NH:66][CH:65]=[C:64]([C:67]([NH:2][C@H:3]([CH2:33][C:34]4[CH:39]=[CH:38][CH:37]=[CH:36][C:35]=4[C:40]([F:42])([F:41])[F:43])[C:4]([N:6]4[CH2:7][CH2:8][CH:9]([N:12]5[N:21]=[C:20]([C:22]6[CH:27]=[CH:26][C:25]([O:28][CH3:29])=[C:24]([O:30][CH3:31])[CH:23]=6)[C@@H:19]6[C@@H:14]([CH2:15][CH2:16][CH2:17][CH2:18]6)[C:13]5=[O:32])[CH2:10][CH2:11]4)=[O:5])=[O:68])[C:60]=3[N:61]=[CH:62][N:63]=2)[CH2:45][CH2:46]1. The catalyst class is: 2.